From a dataset of Forward reaction prediction with 1.9M reactions from USPTO patents (1976-2016). Predict the product of the given reaction. (1) Given the reactants [N:1]1[CH:6]=[CH:5][CH:4]=[N:3][C:2]=1[O:7][C:8]1[CH:9]=[C:10]([CH:13]=[CH:14][CH:15]=1)[CH:11]=O.[C@@H:16]1([NH2:26])[C:25]2[C:20](=[CH:21][CH:22]=[CH:23][CH:24]=2)[CH2:19][CH2:18][CH2:17]1, predict the reaction product. The product is: [N:1]1[CH:6]=[CH:5][CH:4]=[N:3][C:2]=1[O:7][C:8]1[CH:9]=[C:10]([CH:13]=[CH:14][CH:15]=1)[CH2:11][NH:26][C@@H:16]1[C:25]2[C:20](=[CH:21][CH:22]=[CH:23][CH:24]=2)[CH2:19][CH2:18][CH2:17]1. (2) Given the reactants [F:1][C:2]1[C:3]2[N:4]([CH:12]=[CH:13][N:14]=2)[CH:5]=[CH:6][C:7]=1[C:8]([OH:11])([CH3:10])[CH3:9].Cl[C:16]1[CH:21]=[CH:20][N:19]=[C:18]([C:22]2[CH:29]=[CH:28][C:27]([F:30])=[CH:26][C:23]=2[C:24]#[N:25])[CH:17]=1.FC1C=CC(B2OC(C)(C)C(C)(C)O2)=C(C=1)C#N.ClC1C=C(Cl)C=CN=1, predict the reaction product. The product is: [F:30][C:27]1[CH:28]=[CH:29][C:22]([C:18]2[CH:17]=[C:16]([C:12]3[N:4]4[CH:5]=[CH:6][C:7]([C:8]([OH:11])([CH3:10])[CH3:9])=[C:2]([F:1])[C:3]4=[N:14][CH:13]=3)[CH:21]=[CH:20][N:19]=2)=[C:23]([CH:26]=1)[C:24]#[N:25].